From a dataset of Full USPTO retrosynthesis dataset with 1.9M reactions from patents (1976-2016). Predict the reactants needed to synthesize the given product. (1) The reactants are: [C:1]1([C:7]2[NH:8][C:9]3[C:14]([C:15]=2[C:16]2[CH:21]=[CH:20][CH:19]=[CH:18][CH:17]=2)=[CH:13][CH:12]=[CH:11][CH:10]=3)[CH:6]=[CH:5][CH:4]=[CH:3][CH:2]=1.[N+:22]([O-])([O-:24])=[O:23].[Na+]. Given the product [N+:22]([C:19]1[CH:18]=[CH:17][C:16]([C:15]2[C:14]3[C:9](=[CH:10][CH:11]=[CH:12][CH:13]=3)[NH:8][C:7]=2[C:1]2[CH:2]=[CH:3][CH:4]=[CH:5][CH:6]=2)=[CH:21][CH:20]=1)([O-:24])=[O:23], predict the reactants needed to synthesize it. (2) Given the product [C:16]([NH:15][C:11]1[CH:10]=[C:9]([CH:14]=[CH:13][CH:12]=1)[O:8][C:5]([CH3:6])([CH3:7])[C:4]([OH:19])=[O:3])(=[O:18])[CH3:17], predict the reactants needed to synthesize it. The reactants are: C([O:3][C:4](=[O:19])[C:5]([O:8][C:9]1[CH:14]=[CH:13][CH:12]=[C:11]([NH:15][C:16](=[O:18])[CH3:17])[CH:10]=1)([CH3:7])[CH3:6])C.[OH-].[Li+]. (3) Given the product [Na+:51].[F:49][C:2]([F:1])([F:48])[C:3]1[CH:4]=[C:5]([CH:41]=[C:42]([C:44]([F:45])([F:46])[F:47])[CH:43]=1)[CH2:6][N:7]([CH2:19][C:20]1[CH:25]=[C:24]([C:26]([F:29])([F:28])[F:27])[CH:23]=[CH:22][C:21]=1[N:30]([CH2:39][CH3:40])[CH2:31][CH2:32][CH2:33][CH2:34][CH2:35][C:36]([O-:38])=[O:37])[C:8]1[N:9]=[CH:10][C:11]([O:14][CH2:15][CH2:16][O:17][CH3:18])=[CH:12][N:13]=1, predict the reactants needed to synthesize it. The reactants are: [F:1][C:2]([F:49])([F:48])[C:3]1[CH:4]=[C:5]([CH:41]=[C:42]([C:44]([F:47])([F:46])[F:45])[CH:43]=1)[CH2:6][N:7]([CH2:19][C:20]1[CH:25]=[C:24]([C:26]([F:29])([F:28])[F:27])[CH:23]=[CH:22][C:21]=1[N:30]([CH2:39][CH3:40])[CH2:31][CH2:32][CH2:33][CH2:34][CH2:35][C:36]([OH:38])=[O:37])[C:8]1[N:13]=[CH:12][C:11]([O:14][CH2:15][CH2:16][O:17][CH3:18])=[CH:10][N:9]=1.[OH-].[Na+:51]. (4) Given the product [C:1]([C:5]1[CH:9]=[C:8]([NH:10][C:11]([NH:13][C:14]2[CH:15]=[CH:16][C:17]([Cl:20])=[CH:18][CH:19]=2)=[O:12])[N:7]([C:21]2[CH:31]=[CH:30][CH:29]=[C:23]([C:39]([OH:38])([CH3:35])[CH3:32])[CH:22]=2)[N:6]=1)([CH3:4])([CH3:3])[CH3:2], predict the reactants needed to synthesize it. The reactants are: [C:1]([C:5]1[CH:9]=[C:8]([NH:10][C:11]([NH:13][C:14]2[CH:19]=[CH:18][C:17]([Cl:20])=[CH:16][CH:15]=2)=[O:12])[N:7]([C:21]2[CH:22]=[C:23]([CH:29]=[CH:30][CH:31]=2)C(OCC)=O)[N:6]=1)([CH3:4])([CH3:3])[CH3:2].[CH3:32][Mg]Br.[CH2:35]1[CH2:39][O:38]CC1. (5) Given the product [Cl:10][C:11]1[CH:12]=[C:13]([NH:19][C:20](=[O:29])[C:21]([OH:28])([CH:22]2[CH2:23][CH2:24][CH2:25][CH2:26][CH2:27]2)[CH2:1][C:2]2[CH:7]=[CH:6][CH:5]=[CH:4][CH:3]=2)[CH:14]=[CH:15][C:16]=1[C:17]#[N:18], predict the reactants needed to synthesize it. The reactants are: [CH2:1]([Mg]Cl)[C:2]1[CH:7]=[CH:6][CH:5]=[CH:4][CH:3]=1.[Cl:10][C:11]1[CH:12]=[C:13]([NH:19][C:20](=[O:29])[C:21](=[O:28])[CH:22]2[CH2:27][CH2:26][CH2:25][CH2:24][CH2:23]2)[CH:14]=[CH:15][C:16]=1[C:17]#[N:18].